This data is from Forward reaction prediction with 1.9M reactions from USPTO patents (1976-2016). The task is: Predict the product of the given reaction. (1) Given the reactants [NH2:1][CH:2]1[CH2:7][CH2:6][N:5]([CH2:8][CH2:9][N:10]2[C:19]3[C:14](=[CH:15][CH:16]=[C:17]([O:20][CH3:21])[CH:18]=3)[N:13]=[CH:12][C:11]2=[O:22])[CH2:4][CH2:3]1.[CH2:23]([C:25]1[CH:32]=[CH:31][C:28]([CH:29]=O)=[CH:27][CH:26]=1)[CH3:24].C(O[BH-](OC(=O)C)OC(=O)C)(=O)C.[Na+].C(=O)([O-])O.[Na+], predict the reaction product. The product is: [CH2:23]([C:25]1[CH:32]=[CH:31][C:28]([CH2:29][NH:1][CH:2]2[CH2:3][CH2:4][N:5]([CH2:8][CH2:9][N:10]3[C:19]4[C:14](=[CH:15][CH:16]=[C:17]([O:20][CH3:21])[CH:18]=4)[N:13]=[CH:12][C:11]3=[O:22])[CH2:6][CH2:7]2)=[CH:27][CH:26]=1)[CH3:24]. (2) Given the reactants [N:1]1([CH:7]2[CH2:12][CH2:11][CH:10]([N:13]3[C:18](=[O:19])[C:17]([CH2:20][C:21]4[CH:26]=[CH:25][C:24]([C:27]5[C:28]([C:33]#[N:34])=[CH:29][CH:30]=[CH:31][CH:32]=5)=[CH:23][CH:22]=4)=[C:16]([CH2:35][CH2:36][CH3:37])[N:15]4[N:38]=[CH:39][N:40]=[C:14]34)[CH2:9][CH2:8]2)[CH2:6][CH2:5][O:4][CH2:3][CH2:2]1.C([Sn](=O)CCCC)CCC.[N:51]([Si](C)(C)C)=[N+:52]=[N-:53].C1(C)C=CC=CC=1, predict the reaction product. The product is: [N:1]1([CH:7]2[CH2:12][CH2:11][CH:10]([N:13]3[C:18](=[O:19])[C:17]([CH2:20][C:21]4[CH:26]=[CH:25][C:24]([C:27]5[CH:32]=[CH:31][CH:30]=[CH:29][C:28]=5[C:33]5[NH:53][N:52]=[N:51][N:34]=5)=[CH:23][CH:22]=4)=[C:16]([CH2:35][CH2:36][CH3:37])[N:15]4[N:38]=[CH:39][N:40]=[C:14]34)[CH2:9][CH2:8]2)[CH2:6][CH2:5][O:4][CH2:3][CH2:2]1. (3) Given the reactants [F:1][C:2]1[CH:3]=[C:4]([CH:7]=[CH:8][C:9]=1[OH:10])[C:5]#[N:6].Br[CH2:12][CH2:13][CH2:14][C:15]([O:17][CH2:18][CH3:19])=[O:16].C(=O)([O-])[O-].[K+].[K+], predict the reaction product. The product is: [C:5]([C:4]1[CH:7]=[CH:8][C:9]([O:10][CH2:12][CH2:13][CH2:14][C:15]([O:17][CH2:18][CH3:19])=[O:16])=[C:2]([F:1])[CH:3]=1)#[N:6]. (4) Given the reactants [Na].[NH2:2][C:3]([NH2:5])=[S:4].C([O-])C.[Na+].N[C:11]([C:15]1[CH:20]=[CH:19][C:18]([Cl:21])=[CH:17][C:16]=1[Cl:22])=[CH:12][C:13]#[N:14].Cl, predict the reaction product. The product is: [NH2:14][C:13]1[CH:12]=[C:11]([C:15]2[CH:20]=[CH:19][C:18]([Cl:21])=[CH:17][C:16]=2[Cl:22])[NH:5][C:3](=[S:4])[N:2]=1.